From a dataset of Catalyst prediction with 721,799 reactions and 888 catalyst types from USPTO. Predict which catalyst facilitates the given reaction. Reactant: C([O:4][C:5]1[CH:10]=[CH:9][CH:8]=[C:7]([C:11]([NH:13][C:14]2[CH:19]=[CH:18][CH:17]=[C:16]([C:20]([F:23])([F:22])[F:21])[CH:15]=2)=[O:12])[CH:6]=1)(=O)C. Product: [OH:4][C:5]1[CH:6]=[C:7]([CH:8]=[CH:9][CH:10]=1)[C:11]([NH:13][C:14]1[CH:19]=[CH:18][CH:17]=[C:16]([C:20]([F:21])([F:22])[F:23])[CH:15]=1)=[O:12]. The catalyst class is: 74.